From a dataset of Forward reaction prediction with 1.9M reactions from USPTO patents (1976-2016). Predict the product of the given reaction. Given the reactants C([O:4][CH2:5]/[C:6](/[CH3:15])=[CH:7]/[C:8]1[CH:13]=[CH:12][C:11]([CH3:14])=[CH:10][CH:9]=1)C=C.[CH:16]1[CH:21]=CC=C[CH:17]=1, predict the reaction product. The product is: [CH3:15][CH:6]([CH:7]([C:8]1[CH:9]=[CH:10][C:11]([CH3:14])=[CH:12][CH:13]=1)[C:16]([CH3:21])=[CH2:17])[CH:5]=[O:4].